Task: Predict which catalyst facilitates the given reaction.. Dataset: Catalyst prediction with 721,799 reactions and 888 catalyst types from USPTO Reactant: [Br:1][C:2]([C:12]1[CH:17]=[CH:16][CH:15]=[CH:14][CH:13]=1)=[C:3]([NH:9][CH:10]=O)[C:4]([O:6][CH2:7][CH3:8])=[O:5].C(N(CC)CC)C.P(Cl)(Cl)(Cl)=O.C(=O)(O)[O-].[Na+]. Product: [Br:1][C:2]([C:12]1[CH:13]=[CH:14][CH:15]=[CH:16][CH:17]=1)=[C:3]([N+:9]#[C-:10])[C:4]([O:6][CH2:7][CH3:8])=[O:5]. The catalyst class is: 4.